From a dataset of Full USPTO retrosynthesis dataset with 1.9M reactions from patents (1976-2016). Predict the reactants needed to synthesize the given product. Given the product [Cl:1][C:2]1[N:10]=[C:9]2[C:5]([N:6]=[CH:7][N:8]2[CH:11]2[CH2:15][CH2:14][S:13][CH2:12]2)=[C:4]([NH:30][CH2:29][C:25]2[CH:26]=[CH:27][CH:28]=[C:23]([I:22])[CH:24]=2)[N:3]=1, predict the reactants needed to synthesize it. The reactants are: [Cl:1][C:2]1[N:10]=[C:9]2[C:5]([N:6]=[CH:7][N:8]2[CH:11]2[CH2:15][CH2:14][S:13][CH2:12]2)=[C:4](Cl)[N:3]=1.C(O)CCC.[I:22][C:23]1[CH:24]=[C:25]([CH2:29][NH2:30])[CH:26]=[CH:27][CH:28]=1.